This data is from Full USPTO retrosynthesis dataset with 1.9M reactions from patents (1976-2016). The task is: Predict the reactants needed to synthesize the given product. (1) Given the product [Cl:25][C:19]1[CH:20]=[C:21]([Cl:24])[CH:22]=[CH:23][C:18]=1[NH:17][C:8]1[N:7]([CH2:6][CH2:5][CH2:4][CH2:3][CH2:2][OH:26])[C:11]2[C:12]([N:16]([CH2:27][CH3:28])[CH2:30][CH3:31])=[CH:13][CH:14]=[CH:15][C:10]=2[N:9]=1, predict the reactants needed to synthesize it. The reactants are: C[CH:2]([OH:26])[CH2:3][CH2:4][CH2:5][CH2:6][N:7]1[C:11]2[C:12]([NH2:16])=[CH:13][CH:14]=[CH:15][C:10]=2[N:9]=[C:8]1[NH:17][C:18]1[CH:23]=[CH:22][C:21]([Cl:24])=[CH:20][C:19]=1[Cl:25].[CH:27](=O)[CH3:28].[C:30](O[BH3-])(=O)[CH3:31].[Na+]. (2) The reactants are: C(OC([N:11]([CH2:33][C:34]1[CH:39]=[C:38]([NH:40][S:41]([CH3:44])(=[O:43])=[O:42])[CH:37]=[C:36]([NH:45][S:46]([CH3:49])(=[O:48])=[O:47])[CH:35]=1)[CH2:12][CH2:13][N:14]1[CH:23]([CH2:24][C:25]2[CH:30]=[CH:29][C:28]([F:31])=[CH:27][CH:26]=2)[CH2:22][C:21]2[C:16](=[CH:17][CH:18]=[C:19]([F:32])[CH:20]=2)[CH2:15]1)=O)C1C=CC=CC=1. Given the product [CH3:44][S:41]([NH:40][C:38]1[CH:39]=[C:34]([CH:35]=[C:36]([NH:45][S:46]([CH3:49])(=[O:47])=[O:48])[CH:37]=1)[CH2:33][NH:11][CH2:12][CH2:13][N:14]1[CH:23]([CH2:24][C:25]2[CH:26]=[CH:27][C:28]([F:31])=[CH:29][CH:30]=2)[CH2:22][C:21]2[C:16](=[CH:17][CH:18]=[C:19]([F:32])[CH:20]=2)[CH2:15]1)(=[O:42])=[O:43], predict the reactants needed to synthesize it. (3) Given the product [Cl:1][C:2]1[CH:3]=[C:4]([NH:8][C:9]([N:11]2[CH2:16][CH2:15][C:14]3[NH:17][N:18]=[C:19]([C:31]4[CH:32]=[CH:33][CH:34]=[CH:35][C:30]=4[O:29][CH3:28])[C:13]=3[CH2:12]2)=[O:10])[CH:5]=[CH:6][CH:7]=1, predict the reactants needed to synthesize it. The reactants are: [Cl:1][C:2]1[CH:3]=[C:4]([NH:8][C:9]([N:11]2[CH2:16][CH2:15][C:14]3[NH:17][N:18]=[C:19](OS(C(F)(F)F)(=O)=O)[C:13]=3[CH2:12]2)=[O:10])[CH:5]=[CH:6][CH:7]=1.[CH3:28][O:29][C:30]1[CH:35]=[CH:34][CH:33]=[CH:32][C:31]=1B(O)O.[O-]P([O-])([O-])=O.[K+].[K+].[K+]. (4) Given the product [F:43][C:41]1[CH:42]=[C:37]([CH:38]=[C:39]([CH2:44][CH2:45][OH:46])[CH:40]=1)[CH2:36][N:33]1[CH2:34][CH2:35][C:30]2([O:25][CH2:26][CH2:27][N:28]([C:55]([C:53]3[N:54]=[C:50]([CH2:47][CH2:48][CH3:49])[S:51][CH:52]=3)=[O:56])[CH2:29]2)[CH2:31][CH2:32]1, predict the reactants needed to synthesize it. The reactants are: F[P-](F)(F)(F)(F)F.N1(OC(N(C)C)=[N+](C)C)C2N=CC=CC=2N=N1.[O:25]1[C:30]2([CH2:35][CH2:34][N:33]([CH2:36][C:37]3[CH:38]=[C:39]([CH2:44][CH2:45][OH:46])[CH:40]=[C:41]([F:43])[CH:42]=3)[CH2:32][CH2:31]2)[CH2:29][NH:28][CH2:27][CH2:26]1.[CH2:47]([C:50]1[S:51][CH:52]=[C:53]([C:55](O)=[O:56])[N:54]=1)[CH2:48][CH3:49].C(N(CC)CC)C.